From a dataset of Forward reaction prediction with 1.9M reactions from USPTO patents (1976-2016). Predict the product of the given reaction. (1) Given the reactants [CH2:1]([CH:3]([CH2:6][CH2:7][CH2:8][CH3:9])[CH:4]=[O:5])[CH3:2].[CH:10](=[O:14])[CH2:11][CH2:12][CH3:13].[CH2:15]([C:17]([CH3:19])=[O:18])[CH3:16], predict the reaction product. The product is: [CH2:3]([C:4]([CH3:10])=[O:5])[CH2:6][CH2:7][CH2:8][CH3:9].[CH:16](=[CH:15][C:17](=[O:18])[CH3:19])[CH2:2][CH2:1][CH3:3].[CH2:11]([C:10]([CH2:2][CH2:1][CH3:3])=[O:14])[CH2:12][CH3:13].[CH3:10][CH2:11][C:4](=[O:5])[CH2:3][CH2:6][CH2:7][CH2:8][CH3:9]. (2) Given the reactants [OH:1][C@H:2]1[CH2:7][CH2:6][C@H:5]([N:8]2[C:13](=[O:14])[C:12]([CH2:15][C:16]3[CH:21]=[CH:20][C:19]([C:22]4[CH:27]=[CH:26][CH:25]=[CH:24][C:23]=4[C:28]4[NH:32][C:31](=[O:33])[O:30][N:29]=4)=[CH:18][CH:17]=3)=[C:11]([CH2:34][CH2:35][CH3:36])[N:10]3[N:37]=[CH:38][CH:39]=[C:9]23)[CH2:4][CH2:3]1.CC(OI1(OC(C)=O)(OC(C)=O)OC(=O)C2C1=CC=CC=2)=O.C(OCC)(=O)C.S([O-])([O-])(=O)=S.[Na+].[Na+], predict the reaction product. The product is: [O:1]=[C:2]1[CH2:7][CH2:6][CH:5]([N:8]2[C:13](=[O:14])[C:12]([CH2:15][C:16]3[CH:17]=[CH:18][C:19]([C:22]4[CH:27]=[CH:26][CH:25]=[CH:24][C:23]=4[C:28]4[NH:32][C:31](=[O:33])[O:30][N:29]=4)=[CH:20][CH:21]=3)=[C:11]([CH2:34][CH2:35][CH3:36])[N:10]3[N:37]=[CH:38][CH:39]=[C:9]23)[CH2:4][CH2:3]1. (3) Given the reactants C[C:2]1([C:8](O)=O)[CH2:6][CH2:5][CH2:4][C:3]1=[O:7].C(=O)([O-])[O-].[K+].[K+].[CH2:17](Br)[CH:18]=C, predict the reaction product. The product is: [CH2:8]([CH:2]1[CH2:6][CH2:5][CH2:4][C:3]1=[O:7])[CH:17]=[CH2:18]. (4) Given the reactants [Cl:1][C:2]1[CH:11]=[C:10]([OH:12])[C:9]([N+:13]([O-:15])=[O:14])=[CH:8][C:3]=1[C:4]([O:6][CH3:7])=[O:5].C(=O)([O-])[O-].[K+].[K+].[CH3:22][C:23](=O)CC, predict the reaction product. The product is: [Cl:1][C:2]1[CH:11]=[C:10]([O:12][CH2:22][CH3:23])[C:9]([N+:13]([O-:15])=[O:14])=[CH:8][C:3]=1[C:4]([O:6][CH3:7])=[O:5]. (5) Given the reactants [F:1][C:2]1[CH:3]=[C:4]([CH:10]=[C:11]([F:13])[CH:12]=1)[CH:5]([OH:9])[C:6]([OH:8])=O.Cl.N[C@H](C([C:20]1([NH2:35])[C:26](=[O:27])[N:25]([CH3:28])[C:24]2[CH:29]=[CH:30][CH:31]=[CH:32][C:23]=2[N:22]([CH3:33])[C:21]1=[O:34])=O)C, predict the reaction product. The product is: [F:13][C:11]1[CH:10]=[C:4]([CH:5]([OH:9])[C:6]([NH:35][C@H:20]([C:26]([NH:35][CH:20]2[C:21](=[O:34])[N:22]([CH3:33])[C:23]3[CH:32]=[CH:31][CH:30]=[CH:29][C:24]=3[N:25]([CH3:28])[C:26]2=[O:27])=[O:27])[CH3:21])=[O:8])[CH:3]=[C:2]([F:1])[CH:12]=1. (6) Given the reactants C(OC([NH:8][CH2:9][CH2:10][CH2:11][N:12]1[CH2:17][CH2:16][CH:15]([C:18]2[CH:23]=[CH:22][CH:21]=[CH:20][N:19]=2)[CH2:14][CH2:13]1)=O)(C)(C)C, predict the reaction product. The product is: [N:19]1[CH:20]=[CH:21][CH:22]=[CH:23][C:18]=1[CH:15]1[CH2:14][CH2:13][N:12]([CH2:11][CH2:10][CH2:9][NH2:8])[CH2:17][CH2:16]1. (7) Given the reactants [CH3:1][N:2]1[C:14]2[CH:13]=[CH:12][C:11]([CH2:15][C:16]([OH:18])=[O:17])=[CH:10][C:9]=2[C:8]2[C:3]1=[CH:4][CH:5]=[CH:6][CH:7]=2.[N+](=[CH2:21])=[N-].CCCCCC, predict the reaction product. The product is: [CH3:1][N:2]1[C:14]2[CH:13]=[CH:12][C:11]([CH2:15][C:16]([O:18][CH3:21])=[O:17])=[CH:10][C:9]=2[C:8]2[C:3]1=[CH:4][CH:5]=[CH:6][CH:7]=2. (8) Given the reactants [NH2:1][CH2:2][C:3]1[CH:8]=[CH:7][N:6]=[C:5]([O:9][C:10]2[CH:11]=[C:12]([CH3:26])[C:13]3[CH:17]([CH2:18][C:19]([O:21]CC)=[O:20])[O:16][B:15]([OH:24])[C:14]=3[CH:25]=2)[CH:4]=1.[OH-].[Na+], predict the reaction product. The product is: [NH2:1][CH2:2][C:3]1[CH:8]=[CH:7][N:6]=[C:5]([O:9][C:10]2[CH:11]=[C:12]([CH3:26])[C:13]3[CH:17]([CH2:18][C:19]([OH:21])=[O:20])[O:16][B:15]([OH:24])[C:14]=3[CH:25]=2)[CH:4]=1.